Dataset: Reaction yield outcomes from USPTO patents with 853,638 reactions. Task: Predict the reaction yield, written as a fraction of the theoretical maximum amount of product (1.0 means a 100% yield; for example, 0.34 means a 34% yield). (1) The reactants are [H-].[Na+].[OH:3][C@:4]1([C:22]2[CH:31]=[CH:30][C:29]3[C:24](=[CH:25][C:26]([CH:34]=[CH2:35])=[C:27]([O:32][CH3:33])[CH:28]=3)[CH:23]=2)[CH2:8][N:7]([C:9]([O:11][CH2:12][CH2:13][Si:14]([CH3:17])([CH3:16])[CH3:15])=[O:10])[C@H:6]([C:18]([O:20][CH3:21])=[O:19])[CH2:5]1.[CH3:36]I. The catalyst is CN(C=O)C. The product is [CH3:36][O:3][C@:4]1([C:22]2[CH:31]=[CH:30][C:29]3[C:24](=[CH:25][C:26]([CH:34]=[CH2:35])=[C:27]([O:32][CH3:33])[CH:28]=3)[CH:23]=2)[CH2:8][N:7]([C:9]([O:11][CH2:12][CH2:13][Si:14]([CH3:17])([CH3:16])[CH3:15])=[O:10])[C@H:6]([C:18]([O:20][CH3:21])=[O:19])[CH2:5]1. The yield is 0.710. (2) The reactants are [CH3:1][N:2]1[C:10]([CH2:11][O:12][C:13]([C:26]2[CH:31]=[CH:30][CH:29]=[CH:28][CH:27]=2)([C:20]2[CH:25]=[CH:24][CH:23]=[CH:22][CH:21]=2)[C:14]2[CH:19]=[CH:18][CH:17]=[CH:16][CH:15]=2)=[C:9]2[C:4]([CH:5]=[C:6]([N+:32]([O-])=O)[CH:7]=[CH:8]2)=[N:3]1.[H-].[H-].[H-].[H-].[Li+].[Al+3]. The catalyst is C1COCC1. The product is [CH3:1][N:2]1[C:10]([CH2:11][O:12][C:13]([C:26]2[CH:31]=[CH:30][CH:29]=[CH:28][CH:27]=2)([C:20]2[CH:21]=[CH:22][CH:23]=[CH:24][CH:25]=2)[C:14]2[CH:19]=[CH:18][CH:17]=[CH:16][CH:15]=2)=[C:9]2[C:4]([CH:5]=[C:6]([NH2:32])[CH:7]=[CH:8]2)=[N:3]1. The yield is 1.08. (3) The product is [F:1][C:2]1[CH:7]=[CH:6][C:5]([F:8])=[CH:4][C:3]=1[C@H:9]1[CH2:13][CH2:12][CH2:11][N:10]1[C:14]1[CH:19]=[CH:18][N:17]2[N:20]=[CH:21][C:22]([NH2:23])=[C:16]2[N:15]=1. The catalyst is C(Cl)Cl.[Zn]. The reactants are [F:1][C:2]1[CH:7]=[CH:6][C:5]([F:8])=[CH:4][C:3]=1[C@H:9]1[CH2:13][CH2:12][CH2:11][N:10]1[C:14]1[CH:19]=[CH:18][N:17]2[N:20]=[CH:21][C:22]([N+:23]([O-])=O)=[C:16]2[N:15]=1.CO.C(Cl)Cl.[NH4+].[Cl-]. The yield is 0.990. (4) No catalyst specified. The reactants are Cl.C[O:3][C:4](=[O:38])[C:5]1[CH:10]=[CH:9][C:8]([O:11][C:12]2[CH:17]=[CH:16][C:15]([CH2:18][C@H:19]([NH2:37])[C:20]3[N:21]([CH2:33][CH2:34][CH2:35][CH3:36])[CH:22]=[C:23]([C:25]4[CH:30]=[CH:29][C:28]([Cl:31])=[CH:27][C:26]=4[Cl:32])[N:24]=3)=[CH:14][CH:13]=2)=[CH:7][CH:6]=1.[F:39][C:40]1[CH:45]=[C:44]([F:46])[CH:43]=[CH:42][C:41]=1[CH2:47][C:48]([OH:50])=O. The product is [CH2:33]([N:21]1[CH:22]=[C:23]([C:25]2[CH:30]=[CH:29][C:28]([Cl:31])=[CH:27][C:26]=2[Cl:32])[N:24]=[C:20]1[C@@H:19]([NH:37][C:48](=[O:50])[CH2:47][C:41]1[CH:42]=[CH:43][C:44]([F:46])=[CH:45][C:40]=1[F:39])[CH2:18][C:15]1[CH:16]=[CH:17][C:12]([O:11][C:8]2[CH:9]=[CH:10][C:5]([C:4]([OH:38])=[O:3])=[CH:6][CH:7]=2)=[CH:13][CH:14]=1)[CH2:34][CH2:35][CH3:36]. The yield is 0.710. (5) The reactants are [Br:1][C:2]1[C:11]([O:12][CH2:13][C:14]#[N:15])=[CH:10][CH:9]=[C:8]2[C:3]=1[CH:4]=[CH:5][C:6]([CH2:16][N:17]([CH2:33][CH2:34][CH2:35][CH3:36])[C:18]([C:20]1[C:24]3[CH:25]=[CH:26][CH:27]=[CH:28][C:23]=3[O:22][C:21]=1[CH2:29][CH2:30][CH2:31][CH3:32])=[O:19])=[CH:7]2.[N-:37]=[N+:38]=[N-:39].[Na+].[Cl-].[NH4+].[OH-].[Na+]. The catalyst is CN(C=O)C.O. The product is [Br:1][C:2]1[C:11]([O:12][CH2:13][C:14]2[NH:39][N:38]=[N:37][N:15]=2)=[CH:10][CH:9]=[C:8]2[C:3]=1[CH:4]=[CH:5][C:6]([CH2:16][N:17]([CH2:33][CH2:34][CH2:35][CH3:36])[C:18]([C:20]1[C:24]3[CH:25]=[CH:26][CH:27]=[CH:28][C:23]=3[O:22][C:21]=1[CH2:29][CH2:30][CH2:31][CH3:32])=[O:19])=[CH:7]2. The yield is 0.900. (6) The reactants are B(Cl)(Cl)Cl.C([O:12][N:13]1[C:19](=[O:20])[N:18]2[CH2:21][C@H:14]1[CH2:15][CH2:16][C@H:17]2[C:22]1[O:26][N:25]=[C:24]([CH3:27])[N:23]=1)C1C=CC=CC=1. The catalyst is C(Cl)Cl. The product is [OH:12][N:13]1[C:19](=[O:20])[N:18]2[CH2:21][C@H:14]1[CH2:15][CH2:16][C@H:17]2[C:22]1[O:26][N:25]=[C:24]([CH3:27])[N:23]=1. The yield is 0.320. (7) The reactants are C(N(CC)CC)C.[CH3:8][N:9]([CH3:15])[CH2:10][CH2:11][CH2:12][NH:13][CH3:14].O1CCCC1.[Cl:21][C:22]1[CH:23]=[C:24]([S:29](Cl)(=[O:31])=[O:30])[CH:25]=[N:26][C:27]=1[Cl:28]. The catalyst is O. The product is [Cl:21][C:22]1[CH:23]=[C:24]([S:29]([N:13]([CH2:12][CH2:11][CH2:10][N:9]([CH3:15])[CH3:8])[CH3:14])(=[O:31])=[O:30])[CH:25]=[N:26][C:27]=1[Cl:28]. The yield is 0.690.